Dataset: Forward reaction prediction with 1.9M reactions from USPTO patents (1976-2016). Task: Predict the product of the given reaction. (1) Given the reactants [CH3:1][C@@:2]1([C:7]([OH:9])=[O:8])[CH2:6][CH2:5][CH2:4][NH:3]1.[CH2:10]=O.O.[H][H], predict the reaction product. The product is: [CH3:10][N:3]1[CH2:4][CH2:5][CH2:6][C@@:2]1([CH3:1])[C:7]([OH:9])=[O:8]. (2) The product is: [CH3:1][O:2][N:3]([CH3:15])[C:4]([C:6]1[C:14]2[C:9](=[N:10][CH:11]=[CH:12][CH:13]=2)[N:8]([Si:21]([CH:25]([CH3:27])[CH3:26])([CH:22]([CH3:24])[CH3:23])[CH:18]([CH3:20])[CH3:19])[CH:7]=1)=[O:5]. Given the reactants [CH3:1][O:2][N:3]([CH3:15])[C:4]([C:6]1[C:14]2[C:9](=[N:10][CH:11]=[CH:12][CH:13]=2)[NH:8][CH:7]=1)=[O:5].[H-].[Na+].[CH:18]([Si:21](Cl)([CH:25]([CH3:27])[CH3:26])[CH:22]([CH3:24])[CH3:23])([CH3:20])[CH3:19], predict the reaction product. (3) The product is: [C:1]([C:5]1[CH:10]=[C:9]([N+:11]([O-:13])=[O:12])[C:8]([O:14][CH3:15])=[C:7]([NH2:16])[CH:6]=1)([CH3:4])([CH3:2])[CH3:3]. Given the reactants [C:1]([C:5]1[CH:6]=[C:7]([N+:16]([O-])=O)[C:8]([O:14][CH3:15])=[C:9]([N+:11]([O-:13])=[O:12])[CH:10]=1)([CH3:4])([CH3:3])[CH3:2].O.CC1CCC=CC1, predict the reaction product. (4) The product is: [OH:3][C:4]1[CH:9]=[CH:8][C:7]([CH:10]([C:20]2[CH:21]=[CH:22][C:23]([OH:26])=[CH:24][CH:25]=2)[C:11]2[CH:19]=[CH:18][CH:17]=[CH:16][C:12]=2[C:13]([O-:15])=[O:14])=[CH:6][CH:5]=1.[K+:2]. Given the reactants [OH-].[K+:2].[OH:3][C:4]1[CH:9]=[CH:8][C:7]([CH:10]([C:20]2[CH:25]=[CH:24][C:23]([OH:26])=[CH:22][CH:21]=2)[C:11]2[CH:19]=[CH:18][CH:17]=[CH:16][C:12]=2[C:13]([OH:15])=[O:14])=[CH:6][CH:5]=1, predict the reaction product. (5) Given the reactants [CH:1]([N:4]=[C:5]1[C:9]2[CH:10]=[CH:11][CH:12]=[CH:13][C:8]=2[C:7](=[O:14])[O:6]1)([CH3:3])[CH3:2].FC(F)(F)C1C=C(C(F)(F)F)N(CC2C=CC(N)=CC=2)[N:18]=1.O.C1(C)C=CC(S(O)(=O)=O)=CC=1, predict the reaction product. The product is: [CH3:2][CH:1]([NH:4][C:5]([C:9]1[C:8]([C:7]([NH2:18])=[O:14])=[CH:13][CH:12]=[CH:11][CH:10]=1)=[O:6])[CH3:3].